Dataset: Reaction yield outcomes from USPTO patents with 853,638 reactions. Task: Predict the reaction yield, written as a fraction of the theoretical maximum amount of product (1.0 means a 100% yield; for example, 0.34 means a 34% yield). The product is [CH3:14][C:15]1[O:5][C:4](=[O:6])[C:3]2[C:7]([N+:11]([O-:13])=[O:12])=[CH:8][CH:9]=[CH:10][C:2]=2[N:1]=1. No catalyst specified. The yield is 0.850. The reactants are [NH2:1][C:2]1[CH:10]=[CH:9][CH:8]=[C:7]([N+:11]([O-:13])=[O:12])[C:3]=1[C:4]([OH:6])=[O:5].[C:14](OC(=O)C)(=O)[CH3:15].